Dataset: NCI-60 drug combinations with 297,098 pairs across 59 cell lines. Task: Regression. Given two drug SMILES strings and cell line genomic features, predict the synergy score measuring deviation from expected non-interaction effect. (1) Drug 1: CC1OCC2C(O1)C(C(C(O2)OC3C4COC(=O)C4C(C5=CC6=C(C=C35)OCO6)C7=CC(=C(C(=C7)OC)O)OC)O)O. Drug 2: CCC1(CC2CC(C3=C(CCN(C2)C1)C4=CC=CC=C4N3)(C5=C(C=C6C(=C5)C78CCN9C7C(C=CC9)(C(C(C8N6C)(C(=O)OC)O)OC(=O)C)CC)OC)C(=O)OC)O.OS(=O)(=O)O. Cell line: EKVX. Synergy scores: CSS=18.8, Synergy_ZIP=-7.39, Synergy_Bliss=-8.41, Synergy_Loewe=-24.4, Synergy_HSA=-5.23. (2) Drug 1: CN(C)N=NC1=C(NC=N1)C(=O)N. Drug 2: CN(C(=O)NC(C=O)C(C(C(CO)O)O)O)N=O. Cell line: HCT116. Synergy scores: CSS=-3.27, Synergy_ZIP=-3.43, Synergy_Bliss=-12.0, Synergy_Loewe=-10.4, Synergy_HSA=-10.3. (3) Drug 1: CN1CCC(CC1)COC2=C(C=C3C(=C2)N=CN=C3NC4=C(C=C(C=C4)Br)F)OC. Synergy scores: CSS=47.4, Synergy_ZIP=0.392, Synergy_Bliss=1.14, Synergy_Loewe=-36.6, Synergy_HSA=-0.186. Drug 2: CCCCCOC(=O)NC1=NC(=O)N(C=C1F)C2C(C(C(O2)C)O)O. Cell line: K-562. (4) Drug 2: CC(C)NC(=O)C1=CC=C(C=C1)CNNC.Cl. Drug 1: CC1C(C(CC(O1)OC2CC(CC3=C2C(=C4C(=C3O)C(=O)C5=C(C4=O)C(=CC=C5)OC)O)(C(=O)C)O)N)O.Cl. Synergy scores: CSS=12.3, Synergy_ZIP=-2.21, Synergy_Bliss=3.32, Synergy_Loewe=-17.5, Synergy_HSA=1.48. Cell line: HCC-2998. (5) Drug 1: CC1=C2C(C(=O)C3(C(CC4C(C3C(C(C2(C)C)(CC1OC(=O)C(C(C5=CC=CC=C5)NC(=O)OC(C)(C)C)O)O)OC(=O)C6=CC=CC=C6)(CO4)OC(=O)C)OC)C)OC. Drug 2: C1=NC(=NC(=O)N1C2C(C(C(O2)CO)O)O)N. Cell line: NCI-H460. Synergy scores: CSS=83.1, Synergy_ZIP=26.3, Synergy_Bliss=26.0, Synergy_Loewe=10.3, Synergy_HSA=29.1. (6) Drug 1: CC1=C(C=C(C=C1)NC(=O)C2=CC=C(C=C2)CN3CCN(CC3)C)NC4=NC=CC(=N4)C5=CN=CC=C5. Drug 2: CN(CCCl)CCCl.Cl. Cell line: RXF 393. Synergy scores: CSS=6.07, Synergy_ZIP=-6.56, Synergy_Bliss=-6.64, Synergy_Loewe=-4.28, Synergy_HSA=-3.67. (7) Drug 1: CNC(=O)C1=CC=CC=C1SC2=CC3=C(C=C2)C(=NN3)C=CC4=CC=CC=N4. Drug 2: CC12CCC3C(C1CCC2OP(=O)(O)O)CCC4=C3C=CC(=C4)OC(=O)N(CCCl)CCCl.[Na+]. Cell line: HL-60(TB). Synergy scores: CSS=3.14, Synergy_ZIP=-5.75, Synergy_Bliss=-16.0, Synergy_Loewe=-18.6, Synergy_HSA=-13.8. (8) Drug 1: CN1CCC(CC1)COC2=C(C=C3C(=C2)N=CN=C3NC4=C(C=C(C=C4)Br)F)OC. Drug 2: CC1C(C(CC(O1)OC2CC(CC3=C2C(=C4C(=C3O)C(=O)C5=C(C4=O)C(=CC=C5)OC)O)(C(=O)C)O)N)O.Cl. Cell line: HOP-92. Synergy scores: CSS=45.2, Synergy_ZIP=8.87, Synergy_Bliss=9.87, Synergy_Loewe=11.5, Synergy_HSA=12.3. (9) Drug 1: CCCS(=O)(=O)NC1=C(C(=C(C=C1)F)C(=O)C2=CNC3=C2C=C(C=N3)C4=CC=C(C=C4)Cl)F. Drug 2: CC12CCC3C(C1CCC2O)C(CC4=C3C=CC(=C4)O)CCCCCCCCCS(=O)CCCC(C(F)(F)F)(F)F. Cell line: A498. Synergy scores: CSS=4.19, Synergy_ZIP=-1.12, Synergy_Bliss=1.20, Synergy_Loewe=0.348, Synergy_HSA=0.711. (10) Drug 1: CNC(=O)C1=NC=CC(=C1)OC2=CC=C(C=C2)NC(=O)NC3=CC(=C(C=C3)Cl)C(F)(F)F. Drug 2: C1CN(P(=O)(OC1)NCCCl)CCCl. Cell line: NCIH23. Synergy scores: CSS=6.32, Synergy_ZIP=-0.0973, Synergy_Bliss=2.56, Synergy_Loewe=1.92, Synergy_HSA=1.83.